This data is from Peptide-MHC class II binding affinity with 134,281 pairs from IEDB. The task is: Regression. Given a peptide amino acid sequence and an MHC pseudo amino acid sequence, predict their binding affinity value. This is MHC class II binding data. (1) The peptide sequence is KLANVVRKMMTNSQDTE. The MHC is DRB1_0401 with pseudo-sequence DRB1_0401. The binding affinity (normalized) is 0.335. (2) The peptide sequence is SCGLYKQPGVPVRWK. The MHC is H-2-IAb with pseudo-sequence H-2-IAb. The binding affinity (normalized) is 0.376.